This data is from Catalyst prediction with 721,799 reactions and 888 catalyst types from USPTO. The task is: Predict which catalyst facilitates the given reaction. (1) Reactant: [NH2:1][CH:2]([C:7]([OH:9])=[O:8])[CH2:3][CH2:4][S:5][CH3:6].[C:10]1(C)C=CC(S(O)(=O)=O)=C[CH:11]=1. Product: [CH2:10]([O:8][C:7](=[O:9])[CH:2]([CH2:3][CH2:4][S:5][CH3:6])[NH2:1])[CH3:11]. The catalyst class is: 8. (2) Reactant: [NH2:1][CH2:2][C:3]1[CH:8]=[CH:7][C:6]([C:9]2[N:18]=[C:17]([C:19]([OH:21])=[O:20])[C:16]3[C:11](=[CH:12][CH:13]=[CH:14][CH:15]=3)[N:10]=2)=[CH:5][CH:4]=1.[C:22](OC(=O)C)(=[O:24])[CH3:23]. Product: [C:22]([NH:1][CH2:2][C:3]1[CH:8]=[CH:7][C:6]([C:9]2[N:18]=[C:17]([C:19]([OH:21])=[O:20])[C:16]3[C:11](=[CH:12][CH:13]=[CH:14][CH:15]=3)[N:10]=2)=[CH:5][CH:4]=1)(=[O:24])[CH3:23]. The catalyst class is: 7. (3) Reactant: [O:1]=[S:2]1(=[O:33])[C:8]2[CH:9]=[C:10]([O:14][CH2:15][C:16]([OH:18])=[O:17])[C:11](Br)=[CH:12][C:7]=2[N:6]([C:19]2[CH:24]=[CH:23][CH:22]=[CH:21][CH:20]=2)[CH2:5][C:4]([CH2:29][CH2:30][CH2:31][CH3:32])([CH2:25][CH2:26][CH2:27][CH3:28])[CH2:3]1.[CH3:34][S-:35].[Na+].C(O)(=O)C. Product: [O:1]=[S:2]1(=[O:33])[C:8]2[CH:9]=[C:10]([O:14][CH2:15][C:16]([OH:18])=[O:17])[C:11]([S:35][CH3:34])=[CH:12][C:7]=2[N:6]([C:19]2[CH:24]=[CH:23][CH:22]=[CH:21][CH:20]=2)[CH2:5][C:4]([CH2:29][CH2:30][CH2:31][CH3:32])([CH2:25][CH2:26][CH2:27][CH3:28])[CH2:3]1. The catalyst class is: 3. (4) Reactant: [NH2:1][C:2]1[CH:7]=[CH:6][C:5]([C:8]2[N:9]([CH:24]3[CH2:27][CH2:26][CH2:25]3)[C:10]3[C:15]([C:16]=2[C:17]#[N:18])=[CH:14][CH:13]=[C:12]([O:19][CH2:20][CH2:21][O:22][CH3:23])[CH:11]=3)=[CH:4][CH:3]=1.C([O-])([O-])=O.[K+].[K+].Cl[C:35]([O:37][C:38]1[CH:43]=[CH:42][C:41]([O:44][CH3:45])=[CH:40][CH:39]=1)=[O:36]. The catalyst class is: 25. Product: [CH3:45][O:44][C:41]1[CH:42]=[CH:43][C:38]([O:37][C:35](=[O:36])[NH:1][C:2]2[CH:3]=[CH:4][C:5]([C:8]3[N:9]([CH:24]4[CH2:27][CH2:26][CH2:25]4)[C:10]4[C:15]([C:16]=3[C:17]#[N:18])=[CH:14][CH:13]=[C:12]([O:19][CH2:20][CH2:21][O:22][CH3:23])[CH:11]=4)=[CH:6][CH:7]=2)=[CH:39][CH:40]=1.